This data is from Reaction yield outcomes from USPTO patents with 853,638 reactions. The task is: Predict the reaction yield, written as a fraction of the theoretical maximum amount of product (1.0 means a 100% yield; for example, 0.34 means a 34% yield). (1) The reactants are [CH3:1][O:2][C:3](=[O:6])[CH2:4][NH2:5].[CH3:7][O:8][CH2:9][CH2:10][O:11][C:12]1[CH:13]=[C:14]([CH:17]=[CH:18][CH:19]=1)[CH:15]=O. The yield is 0.550. The product is [CH3:7][O:8][CH2:9][CH2:10][O:11][C:12]1[CH:13]=[C:14]([CH:17]=[CH:18][CH:19]=1)[CH2:15][NH:5][CH2:4][C:3]([O:2][CH3:1])=[O:6]. No catalyst specified. (2) The reactants are Cl.[Cl:2][C:3]1[N:7]([CH3:8])[C:6]([CH2:9]Cl)=[N:5][CH:4]=1.C(=O)([O-])[O-].[K+].[K+].[CH3:17][C:18]1[N:23]=[C:22]([SH:24])[N:21]=[C:20]([OH:25])[CH:19]=1. The yield is 0.790. The product is [Cl:2][C:3]1[N:7]([CH3:8])[C:6]([CH2:9][S:24][C:22]2[N:21]=[C:20]([OH:25])[CH:19]=[C:18]([CH3:17])[N:23]=2)=[N:5][CH:4]=1. The catalyst is CC(C)=O. (3) The reactants are [NH:1]1[CH:5]=[CH:4][N:3]=[C:2]1[C:6]1[CH:12]=[CH:11][C:9]([NH2:10])=[C:8]([CH3:13])[CH:7]=1.[CH3:14][O:15][C:16]1[CH:21]=[CH:20][C:19]([C:22](=O)[CH2:23][CH2:24][C:25](=O)[CH2:26][CH2:27][C:28]([O:30][CH2:31][CH3:32])=[O:29])=[CH:18][CH:17]=1. The catalyst is CCO.C(S([O-])(=O)=O)(F)(F)F.C(S([O-])(=O)=O)(F)(F)F.[Zn+2]. The product is [NH:1]1[CH:5]=[CH:4][N:3]=[C:2]1[C:6]1[CH:12]=[CH:11][C:9]([N:10]2[C:22]([C:19]3[CH:20]=[CH:21][C:16]([O:15][CH3:14])=[CH:17][CH:18]=3)=[CH:23][CH:24]=[C:25]2[CH2:26][CH2:27][C:28]([O:30][CH2:31][CH3:32])=[O:29])=[C:8]([CH3:13])[CH:7]=1. The yield is 0.300. (4) The reactants are [Cl:1][CH2:2][C:3](Cl)=[O:4].[C:6]([C:10]1[O:14][N:13]=[C:12]([NH2:15])[CH:11]=1)([CH3:9])([CH3:8])[CH3:7].N1C=CC=CC=1. The catalyst is ClCCl. The product is [C:6]([C:10]1[O:14][N:13]=[C:12]([NH:15][C:3](=[O:4])[CH2:2][Cl:1])[CH:11]=1)([CH3:9])([CH3:8])[CH3:7]. The yield is 0.980.